This data is from Full USPTO retrosynthesis dataset with 1.9M reactions from patents (1976-2016). The task is: Predict the reactants needed to synthesize the given product. (1) Given the product [Cl:27][C:28]1[CH:29]=[C:30]([C:35]2[C:43]([C:44]([NH2:46])=[O:45])=[C:38]3[CH2:39][N:40]([C:51]([NH:24][C:3]([CH3:7])([CH3:8])[CH:2]([F:1])[F:9])=[O:50])[CH2:41][CH2:42][N:37]3[N:36]=2)[CH:31]=[CH:32][C:33]=1[F:34], predict the reactants needed to synthesize it. The reactants are: [F:1][CH:2]([F:9])[C:3]([CH3:8])([CH3:7])C(O)=O.C1C=CC(P([N:24]=[N+]=[N-])(C2C=CC=CC=2)=O)=CC=1.[Cl:27][C:28]1[CH:29]=[C:30]([C:35]2[C:43]([C:44]([NH2:46])=[O:45])=[C:38]3[CH2:39][NH:40][CH2:41][CH2:42][N:37]3[N:36]=2)[CH:31]=[CH:32][C:33]=1[F:34].C1[CH2:51][O:50]CC1. (2) Given the product [Br:71][C:72]1[CH:77]=[C:76]([Cl:78])[CH:75]=[CH:74][C:73]=1[N:20]1[CH2:19][CH2:18][O:17][C:16]2[CH:21]=[C:12]([S:9]([N:8]([CH2:7][C:6]3[CH:5]=[CH:4][C:3]([O:2][CH3:1])=[CH:28][CH:27]=3)[C:22]3[S:23][CH:24]=[CH:25][N:26]=3)(=[O:11])=[O:10])[CH:13]=[CH:14][C:15]1=2, predict the reactants needed to synthesize it. The reactants are: [CH3:1][O:2][C:3]1[CH:28]=[CH:27][C:6]([CH2:7][N:8]([C:22]2[S:23][CH:24]=[CH:25][N:26]=2)[S:9]([C:12]2[CH:13]=[CH:14][C:15]3[NH:20][CH2:19][CH2:18][O:17][C:16]=3[CH:21]=2)(=[O:11])=[O:10])=[CH:5][CH:4]=1.CC1(C)C2C(=C(P(C3C=CC=CC=3)C3C=CC=CC=3)C=CC=2)OC2C(P(C3C=CC=CC=3)C3C=CC=CC=3)=CC=CC1=2.[Br:71][C:72]1[CH:77]=[C:76]([Cl:78])[CH:75]=[CH:74][C:73]=1I.CC(C)([O-])C.[Na+]. (3) Given the product [CH:7]([C:3]1([CH:2]([O:10][CH:9]2[CH2:15][CH2:14][CH:13]([N:16]3[C:21](=[O:22])[C:20]([CH2:23][C:24]4[CH:25]=[CH:26][C:27]([C:30]5[C:31]([C:36]#[N:37])=[CH:32][CH:33]=[CH:34][CH:35]=5)=[CH:28][CH:29]=4)=[C:19]([CH2:38][CH2:39][CH3:40])[N:18]4[N:41]=[CH:42][N:43]=[C:17]34)[CH2:12][CH2:11]2)[CH3:1])[CH2:6][CH2:5][CH2:4]1)=[O:8], predict the reactants needed to synthesize it. The reactants are: [CH3:1][CH:2]1[O:10][C:9]2([CH2:15][CH2:14][CH:13]([N:16]3[C:21](=[O:22])[C:20]([CH2:23][C:24]4[CH:29]=[CH:28][C:27]([C:30]5[C:31]([C:36]#[N:37])=[CH:32][CH:33]=[CH:34][CH:35]=5)=[CH:26][CH:25]=4)=[C:19]([CH2:38][CH2:39][CH3:40])[N:18]4[N:41]=[CH:42][N:43]=[C:17]34)[CH2:12][CH2:11]2)[O:8][CH2:7][C:3]21[CH2:6][CH2:5][CH2:4]2.[B-]C#N.[Na+].S([O-])([O-])(=O)=O.[Mg+2].C(=O)([O-])O.[Na+]. (4) Given the product [Cl:14][C:3]1[CH:4]=[CH:5][C:6]([C@@H:7]2[CH2:12][NH:13][C:9](=[O:10])[CH2:8]2)=[CH:1][CH:2]=1, predict the reactants needed to synthesize it. The reactants are: [CH:1]1[C:6]([C@H:7]([CH2:12][NH2:13])[CH2:8][C:9](O)=[O:10])=[CH:5][CH:4]=[C:3]([Cl:14])[CH:2]=1. (5) Given the product [CH2:17]([C:2]1[C:11]([N+:12]([O-:14])=[O:13])=[CH:10][CH:9]=[CH:8][C:3]=1[C:4]([O:6][CH3:7])=[O:5])[CH:16]=[CH2:15], predict the reactants needed to synthesize it. The reactants are: Br[C:2]1[C:11]([N+:12]([O-:14])=[O:13])=[CH:10][CH:9]=[CH:8][C:3]=1[C:4]([O:6][CH3:7])=[O:5].[CH2:15]([B-](F)(F)F)[CH:16]=[CH2:17].[K+].[F-].[Cs+].